This data is from Experimentally validated miRNA-target interactions with 360,000+ pairs, plus equal number of negative samples. The task is: Binary Classification. Given a miRNA mature sequence and a target amino acid sequence, predict their likelihood of interaction. (1) The miRNA is hsa-miR-3666 with sequence CAGUGCAAGUGUAGAUGCCGA. The protein sequence of the target gene is MENYFQAEAYNLDKVLDEFEQNEDETVSSTLLDTKWNKILDPPSHRLSFNPTLASVNESAVSNESQPQLKVFSLAHSAPLTTEEEDHCANGQDCNLNPEIATMWIDENAVAEDQLIKRNYSWDDQCSAVEVGEKKCGNLACLPDEKNVLVVAVMHNCDKRTLQNDLQDCNNYNSQSLMDAFSCSLDNENRQTDQFSFSINESTEKDMNSEKQMDPLNRPKTEGRSVNHLCPTSSDSLASVCSPSQLKDDGSIGRDPSMSAITSLTVDSVISSQGTDGCPAVKKQENYIPDEDLTGKISSP.... Result: 1 (interaction). (2) The miRNA is hsa-miR-4284 with sequence GGGCUCACAUCACCCCAU. The protein sequence of the target gene is MAPKVFRQYWDIPDGTDCHRKAYSTTSIASVAGLTAAAYRVTLNPPGTFLEGVAKVGQYTFTAAAVGAVFGLTTCISAHVREKPDDPLNYFLGGCAGGLTLGARTHNYGIGAAACVYFGIAASLVKMGRLEGWEVFAKPKV. Result: 0 (no interaction). (3) The miRNA is hsa-miR-6090 with sequence GGGGAGCGAGGGGCGGGGC. The protein sequence of the target gene is MNWTAATCWALLLAAAFLCDSCSAKGGRGGARGSARGVRGGARGASRVRVRPAPRYGSSLRVAAAGAAAGAAAGVAAGLATGSGWRRTSGPGELGLEDDENGAMGGNGTDRGVYSYWAWTSGSGSVHSPRICLLLGGTLGALELLRP. Result: 0 (no interaction). (4) The miRNA is hsa-miR-4760-5p with sequence UUUAGAUUGAACAUGAAGUUAG. The protein sequence of the target gene is MVASRAIGSLSRFSAFRILRSRGCICRSFTTSSALLTRTHINYGVKGDVAVIRINSPNSKVNTLNKEVQSEFIEVMNEIWANDQIRSAVLISSKPGCFVAGADINMLSSCTTPQEATRISQEGQRMFEKLEKSPKPVVAAISGSCLGGGLELAIACQYRIATKDRKTVLGVPEVLLGILPGAGGTQRLPKMVGVPAAFDMMLTGRNIRADRAKKMGLVDQLVEPLGPGIKSPEERTIEYLEEVAVNFAKGLADRKVSAKQSKGLVEKLTTYAMTVPFVRQQVYKTVEEKVKKQTKGLYPA.... Result: 0 (no interaction).